The task is: Binary Classification. Given a drug SMILES string, predict its activity (active/inactive) in a high-throughput screening assay against a specified biological target.. This data is from M1 muscarinic receptor agonist screen with 61,833 compounds. (1) The drug is ON1C2C(N(O)C1C)CCCCC2. The result is 0 (inactive). (2) The molecule is Fc1ccc(N2CCN(CC2)C(=O)c2nn(c(=O)c3c2cccc3)c2c(OC)cc(OC)cc2)cc1. The result is 0 (inactive). (3) The compound is S(=O)(=O)(NCCOCCNS(=O)(=O)c1ccccc1)c1ccccc1. The result is 0 (inactive).